This data is from Reaction yield outcomes from USPTO patents with 853,638 reactions. The task is: Predict the reaction yield, written as a fraction of the theoretical maximum amount of product (1.0 means a 100% yield; for example, 0.34 means a 34% yield). (1) The reactants are C([O:5][C:6](=[O:33])[CH:7]([N:10]1[C:14]2[CH:15]=[C:16]([C:19]#[N:20])[CH:17]=[CH:18][C:13]=2[N:12]([S:21]([C:24]2[CH:29]=[CH:28][C:27]([O:30][CH3:31])=[CH:26][CH:25]=2)(=[O:23])=[O:22])[C:11]1=[O:32])[CH2:8][CH3:9])(C)(C)C.FC(F)(F)C(O)=O. The catalyst is C(Cl)Cl. The product is [C:19]([C:16]1[CH:17]=[CH:18][C:13]2[N:12]([S:21]([C:24]3[CH:25]=[CH:26][C:27]([O:30][CH3:31])=[CH:28][CH:29]=3)(=[O:23])=[O:22])[C:11](=[O:32])[N:10]([CH:7]([CH2:8][CH3:9])[C:6]([OH:33])=[O:5])[C:14]=2[CH:15]=1)#[N:20]. The yield is 0.990. (2) The reactants are [NH2:1][C:2]1[CH:26]=[CH:25][C:5]([O:6][CH2:7][C:8]([O:10][CH2:11][CH2:12][O:13][C:14](=[O:24])[CH2:15][O:16][C:17]2[CH:22]=[CH:21][C:20]([NH2:23])=[CH:19][CH:18]=2)=[O:9])=[CH:4][CH:3]=1.Cl[C:28](Cl)([O:30]C(=O)OC(Cl)(Cl)Cl)Cl.[O:39]1CCOC[CH2:40]1. No catalyst specified. The product is [N:23]([C:20]1[CH:19]=[CH:18][C:17]([O:16][CH2:15][C:14]([O:13][CH2:12][CH2:11][O:10][C:8](=[O:9])[CH2:7][O:6][C:5]2[CH:25]=[CH:26][C:2]([N:1]=[C:40]=[O:39])=[CH:3][CH:4]=2)=[O:24])=[CH:22][CH:21]=1)=[C:28]=[O:30]. The yield is 0.442. (3) The reactants are N[C@@H:2]([C:7]1[CH:12]=[CH:11][CH:10]=[CH:9][CH:8]=1)[C:3]([O:5][CH3:6])=[O:4].[BrH:13].N([O-])=O.[Na+]. The catalyst is O. The product is [Br:13][C@H:2]([C:7]1[CH:12]=[CH:11][CH:10]=[CH:9][CH:8]=1)[C:3]([O:5][CH3:6])=[O:4]. The yield is 0.400. (4) The yield is 0.540. The product is [C:1]1([C:7]#[C:8][C:9]2[CH:10]=[CH:11][C:12]([CH2:15][N:29]3[CH2:34][CH2:33][O:32][CH2:31][C:30]3=[O:35])=[N:13][CH:14]=2)[CH:2]=[CH:3][CH:4]=[CH:5][CH:6]=1. The catalyst is ClCCl.CN(C=O)C. The reactants are [C:1]1([C:7]#[C:8][C:9]2[CH:10]=[CH:11][C:12]([CH2:15]O)=[N:13][CH:14]=2)[CH:6]=[CH:5][CH:4]=[CH:3][CH:2]=1.CS(Cl)(=O)=O.C(N(CC)CC)C.[NH:29]1[CH2:34][CH2:33][O:32][CH2:31][C:30]1=[O:35].[H-].[Na+].C([O-])(O)=O.[Na+]. (5) The reactants are [N:1]1[CH:6]=[CH:5][C:4]([N:7]2[CH2:12][CH2:11][CH:10]([C:13]([N:15]3[CH2:20][CH2:19][NH:18][CH2:17][CH2:16]3)=[O:14])[CH2:9][CH2:8]2)=[CH:3][CH:2]=1.[CH:21]1[C:29]2[C:28]3[CH:30]=[CH:31][CH:32]=[CH:33][C:27]=3[O:26][C:25]=2[CH:24]=[C:23]([S:34](Cl)(=[O:36])=[O:35])[CH:22]=1. No catalyst specified. The product is [CH:21]1[C:29]2[C:28]3[CH:30]=[CH:31][CH:32]=[CH:33][C:27]=3[O:26][C:25]=2[CH:24]=[C:23]([S:34]([N:18]2[CH2:17][CH2:16][N:15]([C:13]([CH:10]3[CH2:11][CH2:12][N:7]([C:4]4[CH:3]=[CH:2][N:1]=[CH:6][CH:5]=4)[CH2:8][CH2:9]3)=[O:14])[CH2:20][CH2:19]2)(=[O:35])=[O:36])[CH:22]=1. The yield is 0.750. (6) The reactants are [Br:1][C:2]1[S:3][C:4]([C:8]([OH:10])=O)=[C:5]([CH3:7])[N:6]=1.Cl.C(N=C=N)C.C(N(C(C)C)CC)(C)C.ON1C2C=CC=CC=2N=N1.[CH2:36]([NH2:43])[C:37]1[CH:42]=[CH:41][CH:40]=[CH:39][CH:38]=1. The catalyst is O1CCCC1. The product is [CH2:36]([NH:43][C:8]([C:4]1[S:3][C:2]([Br:1])=[N:6][C:5]=1[CH3:7])=[O:10])[C:37]1[CH:42]=[CH:41][CH:40]=[CH:39][CH:38]=1. The yield is 0.850.